Predict the reactants needed to synthesize the given product. From a dataset of Full USPTO retrosynthesis dataset with 1.9M reactions from patents (1976-2016). (1) Given the product [CH3:90][O:13][CH:12]([O:17][CH3:16])[CH2:11][CH2:10][C:7]1[CH:8]=[CH:9][C:4]([CH2:1][CH2:2][CH3:3])=[CH:5][CH:6]=1, predict the reactants needed to synthesize it. The reactants are: [CH2:1]([C:4]1[CH:9]=[CH:8][C:7]([CH2:10][CH2:11][CH:12]=[O:13])=[CH:6][CH:5]=1)[CH2:2][CH3:3].C[C@H](NC([C@H]1N(C([C@@H](NC([C@@H](N)CC2C=CC(O)=CC=2)=O)CC(O)=O)=O)CCC1)=O)[C:16](N1[C@H](C(N2[C@H](C(N3[C@H](C(N4[C@H](C(N5[C@H](C(N6[C@H](C(O)=O)CCC6)=O)CCC5)=O)CCC4)=O)CCC3)=O)CCC2)=O)CCC1)=[O:17].Cl.[CH3:90]O. (2) The reactants are: [CH3:1][C:2]1[N:3]=[C:4]2[C:9]([NH:10][CH:11]3[C:20]4[C:15](=[CH:16][CH:17]=[CH:18][C:19]=4[CH3:21])[O:14][CH2:13][CH2:12]3)=[CH:8][C:7]([C:22](O)=[O:23])=[CH:6][N:5]2[CH:25]=1.Cl.[CH3:27][NH:28][CH3:29].O.ON1C2C=CC=CC=2N=N1.C(N(CC)CC)C.Cl.CN(C)CCCN=C=NCC. Given the product [CH3:27][N:28]([CH3:29])[C:22]([C:7]1[CH:8]=[C:9]([NH:10][CH:11]2[C:20]3[C:15](=[CH:16][CH:17]=[CH:18][C:19]=3[CH3:21])[O:14][CH2:13][CH2:12]2)[C:4]2[N:5]([CH:25]=[C:2]([CH3:1])[N:3]=2)[CH:6]=1)=[O:23], predict the reactants needed to synthesize it. (3) Given the product [CH2:28]([N:24]([CH2:17][C:18]1[CH:23]=[CH:22][CH:21]=[CH:20][CH:19]=1)[CH2:25][CH2:26][N:10]1[CH2:9][CH2:8][CH:7]([N:6]2[C:5]3[CH:13]=[CH:14][CH:15]=[CH:16][C:4]=3[NH:3][C:2]2=[O:1])[CH2:12][CH2:11]1)[C:29]1[CH:34]=[CH:33][CH:32]=[CH:31][CH:30]=1, predict the reactants needed to synthesize it. The reactants are: [O:1]=[C:2]1[N:6]([CH:7]2[CH2:12][CH2:11][NH:10][CH2:9][CH2:8]2)[C:5]2[CH:13]=[CH:14][CH:15]=[CH:16][C:4]=2[NH:3]1.[CH2:17]([N:24]([CH2:28][C:29]1[CH:34]=[CH:33][CH:32]=[CH:31][CH:30]=1)[CH2:25][CH2:26]Br)[C:18]1[CH:23]=[CH:22][CH:21]=[CH:20][CH:19]=1. (4) The reactants are: [O:1]=[C:2]1[CH2:8][CH2:7][CH2:6][N:5]([C:9]([O:11][C:12]([CH3:15])([CH3:14])[CH3:13])=[O:10])[CH2:4][CH2:3]1.[Br:16]Br.CCN(CC)CC.CC(OC(OC(OC(C)(C)C)=O)=O)(C)C. Given the product [Br:16][CH:8]1[C:2](=[O:1])[CH2:3][CH2:4][N:5]([C:9]([O:11][C:12]([CH3:15])([CH3:14])[CH3:13])=[O:10])[CH2:6][CH2:7]1, predict the reactants needed to synthesize it. (5) Given the product [Cl:21][C:22]1[N:31]=[C:30]([NH:9][C:8]2[CH:10]=[CH:11][CH:12]=[CH:13][C:7]=2[S:4]([CH:1]([CH3:3])[CH3:2])(=[O:6])=[O:5])[C:29]2[C:24](=[CH:25][CH:26]=[CH:27][CH:28]=2)[N:23]=1, predict the reactants needed to synthesize it. The reactants are: [CH:1]([S:4]([C:7]1[CH:13]=[CH:12][CH:11]=[CH:10][C:8]=1[NH2:9])(=[O:6])=[O:5])([CH3:3])[CH3:2].CN(C)C=O.[H-].[Na+].[Cl:21][C:22]1[N:31]=[C:30](Cl)[C:29]2[C:24](=[CH:25][CH:26]=[CH:27][CH:28]=2)[N:23]=1. (6) Given the product [C:1]([O:7][C@H:8]1[CH2:13][CH2:12][C@@:11]([C@H:15]2[CH2:28][CH2:27][C@@:26]3([CH3:29])[C@@H:17]([CH2:18][C:19]4[C:20]3=[N:21][C:22]([Cl:25])=[CH:23][CH:24]=4)[C@@H:16]2[CH2:30][OH:31])([CH3:14])[C@@H:10]([CH2:32][OH:33])[CH2:9]1)(=[O:6])[C:2]([CH3:5])([CH3:4])[CH3:3], predict the reactants needed to synthesize it. The reactants are: [C:1]([O:7][C@H:8]1[CH2:13][CH2:12][C@@:11]([C@H:15]2[CH2:28][CH2:27][C@@:26]3([CH3:29])[C@@H:17]([CH2:18][C:19]4[C:20]3=[N:21][C:22]([Cl:25])=[CH:23][CH:24]=4)[C@@H:16]2[CH:30]=[O:31])([CH3:14])[C@@H:10]([CH:32]=[O:33])[CH2:9]1)(=[O:6])[C:2]([CH3:5])([CH3:4])[CH3:3].C1COCC1.CO.[BH4-].[Na+]. (7) Given the product [C:1]([CH:3]([C:8]1([C:23]#[N:24])[C:16]2[C:11](=[CH:12][CH:13]=[C:14]([O:17][C:18]([F:19])([F:21])[F:20])[CH:15]=2)[NH:10][C:9]1=[O:22])[C:4]([O:6][CH3:7])=[O:5])#[N:2], predict the reactants needed to synthesize it. The reactants are: [C:1](/[C:3](=[C:8]1/[C:9](=[O:22])[NH:10][C:11]2[C:16]/1=[CH:15][C:14]([O:17][C:18]([F:21])([F:20])[F:19])=[CH:13][CH:12]=2)/[C:4]([O:6][CH3:7])=[O:5])#[N:2].[C-:23]#[N:24].[K+]. (8) Given the product [CH2:8]([P:12]([CH2:13][CH:14]([CH3:16])[CH3:15])[CH:3]1[CH2:4][CH2:5][CH2:6][C:1](=[O:7])[CH2:2]1)[CH:9]([CH3:11])[CH3:10], predict the reactants needed to synthesize it. The reactants are: [C:1]1(=[O:7])[CH2:6][CH2:5][CH2:4][CH:3]=[CH:2]1.[CH2:8]([PH:12][CH2:13][CH:14]([CH3:16])[CH3:15])[CH:9]([CH3:11])[CH3:10].